Dataset: Forward reaction prediction with 1.9M reactions from USPTO patents (1976-2016). Task: Predict the product of the given reaction. (1) The product is: [CH3:1][O:2][C:3]([C:5]1[CH:6]=[N:7][C:8]([N:11]2[CH2:31][CH2:30][C:14]3[NH:15][C:16]4[CH:17]=[CH:18][C:19]([C:22]5[CH:27]=[CH:26][C:25]([CH2:28][OH:29])=[CH:24][CH:23]=5)=[CH:20][C:21]=4[C:13]=3[CH2:12]2)=[N:9][CH:10]=1)=[O:4]. Given the reactants [CH3:1][O:2][C:3]([C:5]1[CH:6]=[N:7][C:8]([N:11]2[CH2:31][CH2:30][C:14]3[NH:15][C:16]4[CH:17]=[CH:18][C:19]([C:22]5[CH:27]=[CH:26][C:25]([CH:28]=[O:29])=[CH:24][CH:23]=5)=[CH:20][C:21]=4[C:13]=3[CH2:12]2)=[N:9][CH:10]=1)=[O:4].[BH4-].[Na+], predict the reaction product. (2) Given the reactants [H-].[Na+].[F:3][C:4]1[CH:9]=[CH:8][C:7]([CH:10]2[C:18]3[C:13](=[CH:14][C:15]([C:19]#[N:20])=[CH:16][CH:17]=3)[CH2:12][O:11]2)=[CH:6][CH:5]=1.[CH3:21][N:22]([CH3:27])[CH2:23][CH2:24][CH2:25]Cl.[BrH:28], predict the reaction product. The product is: [CH3:21][N:22]([CH2:23][CH2:24][CH2:25][C:10]1([C:7]2[CH:8]=[CH:9][C:4]([F:3])=[CH:5][CH:6]=2)[O:11][CH2:12][C:13]2[CH:14]=[C:15]([C:19]#[N:20])[CH:16]=[CH:17][C:18]1=2)[CH3:27].[BrH:28]. (3) Given the reactants [N:1]1([CH2:6][CH2:7][NH:8][C:9]2[CH:14]=[CH:13][C:12]([NH:15][C:16]([NH:18][C:19]3[CH:24]=[CH:23][C:22]([O:25][C:26]4[CH:31]=[CH:30][CH:29]=[CH:28][CH:27]=4)=[CH:21][CH:20]=3)=[O:17])=[CH:11][C:10]=2[N+:32]([O-])=O)[CH2:5][CH2:4][CH2:3][CH2:2]1.[C:35](OCC)(OCC)(OCC)[CH2:36][CH3:37], predict the reaction product. The product is: [CH2:36]([C:37]1[N:8]([CH2:7][CH2:6][N:1]2[CH2:5][CH2:4][CH2:3][CH2:2]2)[C:9]2[CH:14]=[CH:13][C:12]([NH:15][C:16]([NH:18][C:19]3[CH:24]=[CH:23][C:22]([O:25][C:26]4[CH:31]=[CH:30][CH:29]=[CH:28][CH:27]=4)=[CH:21][CH:20]=3)=[O:17])=[CH:11][C:10]=2[N:32]=1)[CH3:35]. (4) Given the reactants O[N:2]([CH:41]1[CH2:46][CH2:45][CH2:44][CH2:43][CH2:42]1)[C:3]1[CH:11]=[C:10]([N:12]2[C:16]3=[N:17][CH:18]=[CH:19][C:20]([N:21]4[CH:25]=[C:24]([C:26]5[CH:27]=[N:28][N:29](CC6C=CC=CC=6)[CH:30]=5)[N:23]=[CH:22]4)=[C:15]3[C:14]([CH:38]([CH3:40])[CH3:39])=[N:13]2)[CH:9]=[CH:8][C:4]=1[C:5]([NH2:7])=[O:6].C1CCCCC=1.C([OH:55])C, predict the reaction product. The product is: [NH:29]1[CH:30]=[C:26]([C:24]2[N:23]=[CH:22][N:21]([C:20]3[CH:19]=[CH:18][N:17]=[C:16]4[N:12]([C:10]5[CH:9]=[CH:8][C:4]([C:5]([NH2:7])=[O:6])=[C:3]([NH:2][CH:41]6[CH2:46][CH2:45][CH:44]([OH:55])[CH2:43][CH2:42]6)[CH:11]=5)[N:13]=[C:14]([CH:38]([CH3:39])[CH3:40])[C:15]=34)[CH:25]=2)[CH:27]=[N:28]1. (5) Given the reactants [CH3:1][O:2][C:3]1[CH:20]=[CH:19][C:6]2[NH:7][C:8](=[O:18])[CH2:9][N:10](C(=O)C(F)(F)F)[CH2:11][C:5]=2[C:4]=1[N+:21]([O-:23])=[O:22].N, predict the reaction product. The product is: [CH3:1][O:2][C:3]1[CH:20]=[CH:19][C:6]2[NH:7][C:8](=[O:18])[CH2:9][NH:10][CH2:11][C:5]=2[C:4]=1[N+:21]([O-:23])=[O:22].